This data is from Reaction yield outcomes from USPTO patents with 853,638 reactions. The task is: Predict the reaction yield, written as a fraction of the theoretical maximum amount of product (1.0 means a 100% yield; for example, 0.34 means a 34% yield). The reactants are N[C:2]1[N:6]([C:7]2[CH:8]=[C:9]3[C:13](=[CH:14][CH:15]=2)[N:12]([C:16]([O:18][C:19]([CH3:22])([CH3:21])[CH3:20])=[O:17])[N:11]=[CH:10]3)[N:5]=[C:4]([C:23]([CH3:26])([CH3:25])[CH3:24])[CH:3]=1.[C:27](Cl)([O:29][CH2:30][C:31]([Cl:34])([Cl:33])[Cl:32])=[O:28].C([O-])(O)=O.[Na+]. The product is [C:23]([C:4]1[CH:3]=[C:2]([C:27]([O:29][CH2:30][C:31]([Cl:34])([Cl:33])[Cl:32])=[O:28])[N:6]([C:7]2[CH:8]=[C:9]3[C:13](=[CH:14][CH:15]=2)[N:12]([C:16]([O:18][C:19]([CH3:22])([CH3:20])[CH3:21])=[O:17])[N:11]=[CH:10]3)[N:5]=1)([CH3:26])([CH3:25])[CH3:24]. The yield is 0.970. The catalyst is CCOC(C)=O.